This data is from Full USPTO retrosynthesis dataset with 1.9M reactions from patents (1976-2016). The task is: Predict the reactants needed to synthesize the given product. Given the product [NH:24]1[C:25]2[CH:37]=[CH:36][CH:35]=[CH:34][C:26]=2[N:27]=[C:23]1[C:10]1([C:8]#[N:9])[CH2:11][CH2:12][NH:13][CH2:14][CH2:15]1, predict the reactants needed to synthesize it. The reactants are: Cl.O1CCOCC1.[C:8]([C:10]1([C:23]2[N:27](S(=O)(=O)N(C)C)[C:26]3[CH:34]=[CH:35][CH:36]=[CH:37][C:25]=3[N:24]=2)[CH2:15][CH2:14][N:13](C(OC(C)(C)C)=O)[CH2:12][CH2:11]1)#[N:9].